From a dataset of Retrosynthesis with 50K atom-mapped reactions and 10 reaction types from USPTO. Predict the reactants needed to synthesize the given product. (1) Given the product CCOC(=O)[C@H](CCc1ccccc1)N[C@@H](C)C(=O)N1[C@H](C(=O)O)C[C@@H]2CCC[C@@H]21, predict the reactants needed to synthesize it. The reactants are: CCOC(=O)[C@H](CCc1ccccc1)N[C@@H](C)C(=O)N1[C@H](C(=O)OCc2ccccc2)C[C@@H]2CCC[C@@H]21. (2) Given the product CCOC(=O)CN1C(=O)C(C)SC1c1cccnc1, predict the reactants needed to synthesize it. The reactants are: CC1SC(c2cccnc2)NC1=O.CCOC(=O)CBr. (3) The reactants are: CC(C)[O-].Cc1ncc2n1-c1ccc(N)cc1C(c1ccccc1F)=NC2. Given the product CC(=O)Nc1ccc2c(c1)C(c1ccccc1F)=NCc1cnc(C)n1-2, predict the reactants needed to synthesize it. (4) Given the product COc1cc2nccc(Oc3ccc(NC(=S)NC(=O)c4ccccc4)c(Cl)c3)c2cc1OC, predict the reactants needed to synthesize it. The reactants are: COc1cc2nccc(Oc3ccc(N)c(Cl)c3)c2cc1OC.O=C(N=C=S)c1ccccc1. (5) Given the product COC(=O)C(C)(COS(C)(=O)=O)C(=O)c1ccc(Cl)cc1, predict the reactants needed to synthesize it. The reactants are: COC(=O)C(C)(CO)C(=O)c1ccc(Cl)cc1.CS(=O)(=O)Cl. (6) Given the product Cc1ccc(NC(=O)c2cccc(C(F)(F)F)c2)cc1Nc1ncnc2c1cnn2-c1ccc(N)cc1, predict the reactants needed to synthesize it. The reactants are: Cc1ccc(NC(=O)c2cccc(C(F)(F)F)c2)cc1Nc1ncnc2c1cnn2-c1ccc([N+](=O)[O-])cc1.